From a dataset of Full USPTO retrosynthesis dataset with 1.9M reactions from patents (1976-2016). Predict the reactants needed to synthesize the given product. Given the product [F:7][C:8]([F:13])([F:12])[CH2:9][CH2:10][O:11][C:15]1[CH:24]=[CH:23][C:18]([C:19]([O:21][CH3:22])=[O:20])=[CH:17][N:16]=1, predict the reactants needed to synthesize it. The reactants are: CC(C)([O-])C.[K+].[F:7][C:8]([F:13])([F:12])[CH2:9][CH2:10][OH:11].Cl[C:15]1[CH:24]=[CH:23][C:18]([C:19]([O:21][CH3:22])=[O:20])=[CH:17][N:16]=1.O.